From a dataset of Peptide-MHC class I binding affinity with 185,985 pairs from IEDB/IMGT. Regression. Given a peptide amino acid sequence and an MHC pseudo amino acid sequence, predict their binding affinity value. This is MHC class I binding data. (1) The binding affinity (normalized) is 0.366. The MHC is HLA-A24:02 with pseudo-sequence HLA-A24:02. The peptide sequence is EYPKTKLTDW. (2) The peptide sequence is AEIESATLF. The MHC is HLA-A02:19 with pseudo-sequence HLA-A02:19. The binding affinity (normalized) is 0.0847. (3) The binding affinity (normalized) is 0.0337. The MHC is HLA-A02:02 with pseudo-sequence HLA-A02:02. The peptide sequence is YTAGNKVDV. (4) The binding affinity (normalized) is 0.435. The MHC is H-2-Db with pseudo-sequence H-2-Db. The peptide sequence is CQLENQLTA. (5) The peptide sequence is IEELRQHLL. The MHC is HLA-A03:01 with pseudo-sequence HLA-A03:01. The binding affinity (normalized) is 0. (6) The peptide sequence is EQRRSTIFDI. The MHC is HLA-A02:02 with pseudo-sequence HLA-A02:02. The binding affinity (normalized) is 0.0720. (7) The peptide sequence is NTIAVITET. The MHC is HLA-A02:02 with pseudo-sequence HLA-A02:02. The binding affinity (normalized) is 0.204. (8) The peptide sequence is RRRLRTLVL. The MHC is HLA-B27:20 with pseudo-sequence YHTEYREICAKTDESTLYLNYNYYTWAELAYEWY. The binding affinity (normalized) is 1.00. (9) The peptide sequence is MTMLIKAFK. The MHC is BoLA-T2a with pseudo-sequence BoLA-T2a. The binding affinity (normalized) is 0.459.